Dataset: Reaction yield outcomes from USPTO patents with 853,638 reactions. Task: Predict the reaction yield, written as a fraction of the theoretical maximum amount of product (1.0 means a 100% yield; for example, 0.34 means a 34% yield). The reactants are CN(C(ON1N=NC2C=CC=CC1=2)=[N+](C)C)C.F[P-](F)(F)(F)(F)F.CCN(C(C)C)C(C)C.FC(F)(F)C(O)=O.[NH:41]1[CH2:46][CH2:45][CH:44]([CH:47]2[O:60][CH2:59][C:58]3[C:57]4[C:52](=[CH:53][CH:54]=[CH:55][CH:56]=4)[C:51](=[O:61])[NH:50][C:49]=3[CH2:48]2)[CH2:43][CH2:42]1.[C:62]([O:66][C:67]([NH:69][CH2:70][CH2:71][O:72][CH2:73][CH2:74][O:75][CH2:76][CH2:77][O:78][CH2:79][CH2:80][O:81][CH2:82][CH2:83][C:84](O)=[O:85])=[O:68])([CH3:65])([CH3:64])[CH3:63].[OH-].[Na+]. The catalyst is CN1C(=O)CCC1.C(OCC)(=O)C. The product is [C:62]([O:66][C:67](=[O:68])[NH:69][CH2:70][CH2:71][O:72][CH2:73][CH2:74][O:75][CH2:76][CH2:77][O:78][CH2:79][CH2:80][O:81][CH2:82][CH2:83][C:84](=[O:85])[N:41]1[CH2:42][CH2:43][CH:44]([CH:47]2[O:60][CH2:59][C:58]3[C:57]4[C:52](=[CH:53][CH:54]=[CH:55][CH:56]=4)[C:51](=[O:61])[NH:50][C:49]=3[CH2:48]2)[CH2:45][CH2:46]1)([CH3:65])([CH3:63])[CH3:64]. The yield is 0.520.